Predict the reaction yield, written as a fraction of the theoretical maximum amount of product (1.0 means a 100% yield; for example, 0.34 means a 34% yield). From a dataset of Reaction yield outcomes from USPTO patents with 853,638 reactions. (1) The reactants are [CH:1]([C@H:4]1[O:9][C@@H:8]([C:10]2[CH:15]=[CH:14][N:13]=[CH:12][C:11]=2[N+:16]([O-:18])=[O:17])[CH2:7][C:6]([O:19][Si](CC)(CC)CC)=[CH:5]1)([CH3:3])[CH3:2].CC1(C)OO1.CC(C)=O. The catalyst is C(Cl)Cl. The product is [CH:1]([C@@H:4]1[CH2:5][C:6](=[O:19])[CH2:7][C@H:8]([C:10]2[CH:15]=[CH:14][N:13]=[CH:12][C:11]=2[N+:16]([O-:18])=[O:17])[O:9]1)([CH3:3])[CH3:2]. The yield is 0.150. (2) The reactants are [C:1]([N:4]1[CH2:10][C:9]2[CH:11]=[CH:12][C:13]([C:15](OC)=[O:16])=[CH:14][C:8]=2[O:7][C@H:6]([CH3:19])[CH2:5]1)(=[O:3])[CH3:2].[OH-:20].[Na+].[NH2:22]O. The catalyst is C1COCC1.CO. The product is [C:1]([N:4]1[CH2:10][C:9]2[CH:11]=[CH:12][C:13]([C:15]([NH:22][OH:20])=[O:16])=[CH:14][C:8]=2[O:7][C@H:6]([CH3:19])[CH2:5]1)(=[O:3])[CH3:2]. The yield is 0.100.